From a dataset of Catalyst prediction with 721,799 reactions and 888 catalyst types from USPTO. Predict which catalyst facilitates the given reaction. (1) Reactant: [OH-].[Na+].[Br:3][C:4]1[CH:12]=[C:11](F)[C:7]([C:8]([OH:10])=[O:9])=[C:6]([F:14])[CH:5]=1.[CH3:15][S-:16].[Na+]. Product: [F:14][C:6]1[C:7]([C:8]([OH:10])=[O:9])=[C:11]([S:16][CH3:15])[CH:12]=[C:4]([Br:3])[CH:5]=1. The catalyst class is: 9. (2) Reactant: Cl[C:2]1[N:7]=[CH:6][N:5]=[C:4]([NH:8][C:9]2[CH:10]=[C:11]([CH:16]=[CH:17][CH:18]=2)[C:12]([O:14][CH3:15])=[O:13])[CH:3]=1.[O:19]([C:26]1[CH:32]=[CH:31][C:29]([NH2:30])=[CH:28][CH:27]=1)[C:20]1[CH:25]=[CH:24][CH:23]=[CH:22][CH:21]=1.C(O)(=O)C. Product: [O:19]([C:26]1[CH:27]=[CH:28][C:29]([NH:30][C:2]2[N:7]=[CH:6][N:5]=[C:4]([NH:8][C:9]3[CH:10]=[C:11]([CH:16]=[CH:17][CH:18]=3)[C:12]([O:14][CH3:15])=[O:13])[CH:3]=2)=[CH:31][CH:32]=1)[C:20]1[CH:25]=[CH:24][CH:23]=[CH:22][CH:21]=1. The catalyst class is: 8. (3) Reactant: [CH2:1]([N:3]1[C:12]2[C:7](=[CH:8][C:9]([CH3:27])=[C:10]([C:13]3[CH:18]=[C:17]([CH:19]=C)[CH:16]=[CH:15][C:14]=3[O:21][CH2:22][C:23]([F:26])([F:25])[F:24])[CH:11]=2)[C:6]([CH3:29])([CH3:28])[CH2:5][C:4]1=[O:30])[CH3:2].CSC.B.[OH-:35].[Na+].OO. Product: [CH2:1]([N:3]1[C:12]2[C:7](=[CH:8][C:9]([CH3:27])=[C:10]([C:13]3[CH:18]=[C:17]([CH2:19][OH:35])[CH:16]=[CH:15][C:14]=3[O:21][CH2:22][C:23]([F:24])([F:25])[F:26])[CH:11]=2)[C:6]([CH3:28])([CH3:29])[CH2:5][C:4]1=[O:30])[CH3:2]. The catalyst class is: 1. (4) The catalyst class is: 10. Reactant: [NH2:1][C:2]1[CH:6]=[CH:5][N:4]([C:7]2[CH:12]=[CH:11][C:10]([Br:13])=[CH:9][CH:8]=2)[C:3]=1[C:14]([O:16][CH2:17][CH3:18])=[O:15].[C:19]([CH2:21][C:22](O)=[O:23])#[N:20].C(N(CC)CC)C.C1CCC(N=C=NC2CCCCC2)CC1. Product: [Br:13][C:10]1[CH:9]=[CH:8][C:7]([N:4]2[CH:5]=[CH:6][C:2]([NH:1][C:22](=[O:23])[CH2:21][C:19]#[N:20])=[C:3]2[C:14]([O:16][CH2:17][CH3:18])=[O:15])=[CH:12][CH:11]=1. (5) Reactant: [CH3:1][C:2]1[N:11]=[C:10]([N:12]([C:14]2[CH:19]=[CH:18][C:17]([N+:20]([O-])=O)=[CH:16][CH:15]=2)[CH3:13])[C:9]2[C:4](=[CH:5][CH:6]=[CH:7][CH:8]=2)[N:3]=1. Product: [NH2:20][C:17]1[CH:18]=[CH:19][C:14]([N:12]([C:10]2[C:9]3[C:4](=[CH:5][CH:6]=[CH:7][CH:8]=3)[N:3]=[C:2]([CH3:1])[N:11]=2)[CH3:13])=[CH:15][CH:16]=1. The catalyst class is: 78. (6) Reactant: [F:1][B-](F)(F)F.N#[O+].[CH3:8][N:9]([C:14](=[O:36])[C:15]1[CH:20]=[C:19]([Cl:21])[C:18]([O:22][C:23]2[CH:28]=[C:27]([CH:29]([CH3:31])[CH3:30])[C:26]([O:32][CH3:33])=[C:25](N)[CH:24]=2)=[C:17]([Cl:35])[CH:16]=1)[CH2:10][C:11]([OH:13])=[O:12]. Product: [CH3:8][N:9]([C:14](=[O:36])[C:15]1[CH:20]=[C:19]([Cl:21])[C:18]([O:22][C:23]2[CH:28]=[C:27]([CH:29]([CH3:31])[CH3:30])[C:26]([O:32][CH3:33])=[C:25]([F:1])[CH:24]=2)=[C:17]([Cl:35])[CH:16]=1)[CH2:10][C:11]([OH:13])=[O:12]. The catalyst class is: 4. (7) The catalyst class is: 1. Product: [CH3:32][C:25]1[CH:26]=[C:27]([CH3:31])[CH:28]=[C:29]([CH3:30])[C:24]=1[S:21]([N:20]1[CH2:19][CH:14]1[C:15]([F:18])([F:17])[F:16])(=[O:23])=[O:22]. Reactant: CC1C=C(C)C=C(C)C=1S(O[CH:14]([CH2:19][NH:20][S:21]([C:24]1[C:29]([CH3:30])=[CH:28][C:27]([CH3:31])=[CH:26][C:25]=1[CH3:32])(=[O:23])=[O:22])[C:15]([F:18])([F:17])[F:16])(=O)=O.[H-].[Na+].C(OCC)(=O)C.CCCCCCC.